Predict the reaction yield, written as a fraction of the theoretical maximum amount of product (1.0 means a 100% yield; for example, 0.34 means a 34% yield). From a dataset of Reaction yield outcomes from USPTO patents with 853,638 reactions. The reactants are [NH2:1][C:2]1[CH:3]=[CH:4][C:5]2[O:9][C:8](=[O:10])[NH:7][C:6]=2[CH:11]=1.[Cl:12][C:13]1[N:18]=[C:17](Cl)[C:16]([CH3:20])=[CH:15][N:14]=1.CO. The catalyst is O. The product is [Cl:12][C:13]1[N:18]=[C:17]([NH:1][C:2]2[CH:3]=[CH:4][C:5]3[O:9][C:8](=[O:10])[NH:7][C:6]=3[CH:11]=2)[C:16]([CH3:20])=[CH:15][N:14]=1. The yield is 0.710.